This data is from Reaction yield outcomes from USPTO patents with 853,638 reactions. The task is: Predict the reaction yield, written as a fraction of the theoretical maximum amount of product (1.0 means a 100% yield; for example, 0.34 means a 34% yield). (1) The reactants are [CH3:1][N:2]1[CH:6]=[CH:5][N:4]=[N:3]1.[Li]CCCC.[Sn:12](Cl)([CH2:21][CH2:22][CH2:23][CH3:24])([CH2:17][CH2:18][CH2:19][CH3:20])[CH2:13][CH2:14][CH2:15][CH3:16]. The catalyst is C1COCC1. The product is [CH3:1][N:2]1[C:6]([Sn:12]([CH2:17][CH2:18][CH2:19][CH3:20])([CH2:21][CH2:22][CH2:23][CH3:24])[CH2:13][CH2:14][CH2:15][CH3:16])=[CH:5][N:4]=[N:3]1. The yield is 0.820. (2) The reactants are [C:1]([O:5][C:6]([N:8]1[CH2:13][CH2:12][CH:11]([CH2:14][S:15][C:16]2[CH:21]=[CH:20][CH:19]=[CH:18][C:17]=2[F:22])[CH2:10][CH2:9]1)=[O:7])([CH3:4])([CH3:3])[CH3:2].ClC1C=CC=C(C(OO)=[O:31])C=1.S([O-])([O-])(=O)=S.[Na+].[Na+].C(OCC)(=O)C. The catalyst is C(Cl)(Cl)Cl. The product is [C:1]([O:5][C:6]([N:8]1[CH2:9][CH2:10][CH:11]([CH2:14][S:15]([C:16]2[CH:21]=[CH:20][CH:19]=[CH:18][C:17]=2[F:22])=[O:31])[CH2:12][CH2:13]1)=[O:7])([CH3:4])([CH3:2])[CH3:3]. The yield is 0.820. (3) The reactants are [Br:1][C:2]1[CH:17]=[C:16]([S:18]([CH2:21][CH3:22])(=[O:20])=[O:19])[CH:15]=[CH:14][C:3]=1[O:4][C:5]1[C:10]([CH3:11])=[CH:9][CH:8]=[CH:7][C:6]=1[CH2:12]Br.[NH:23]1[CH2:26][CH2:25][C:24]1=[O:27].C(=O)([O-])[O-].[K+].[K+]. The catalyst is [Br-].C([N+](CCCC)(CCCC)CCCC)CCC.C(#N)C. The product is [Br:1][C:2]1[CH:17]=[C:16]([S:18]([CH2:21][CH3:22])(=[O:20])=[O:19])[CH:15]=[CH:14][C:3]=1[O:4][C:5]1[C:10]([CH3:11])=[CH:9][CH:8]=[CH:7][C:6]=1[CH2:12][N:23]1[CH2:26][CH2:25][C:24]1=[O:27]. The yield is 0.240. (4) The reactants are [NH:1](C(OC(C)(C)C)=O)[C@H:2]([C:7]([OH:9])=[O:8])[CH2:3][CH:4]([CH3:6])[CH3:5].[CH3:17][N:18]1[C@@H:35]2[CH2:36][C:23]3[CH:24]=[CH:25][C:26]([O:37][CH3:38])=[C:27]4[O:28][C@H:29]5[C:30]([CH2:32][CH2:33][C@@H:34]2[C@:21]5([C:22]=34)[CH2:20][CH2:19]1)=[O:31].Cl. The catalyst is O1CCOCC1. The product is [NH2:1][C@H:2]([C:7]([OH:9])=[O:8])[CH2:3][CH:4]([CH3:6])[CH3:5].[CH3:17][N:18]1[C@@H:35]2[CH2:36][C:23]3[CH:24]=[CH:25][C:26]([O:37][CH3:38])=[C:27]4[O:28][C@H:29]5[C:30]([CH2:32][CH2:33][C@@H:34]2[C@:21]5([C:22]=34)[CH2:20][CH2:19]1)=[O:31]. The yield is 0.970. (5) The reactants are [Si]([O:8][CH2:9][CH2:10][O:11][C:12]1[C:17]([C:18]2[CH:23]=[CH:22][C:21]([S:24]([CH3:26])=[O:25])=[CH:20][CH:19]=2)=[CH:16][C:15]([CH:27]=O)=[CH:14][CH:13]=1)(C(C)(C)C)(C)C.BrC1N=C(C2[NH:37][C:38](=[O:50])[C:39]3[C:44](C=2)=[CH:43][C:42]([O:46][CH3:47])=[CH:41][C:40]=3[O:48][CH3:49])C=CC=1.CC1C=CC(S(O)(=O)=O)=CC=1.OS([O-])=O.[Na+].FC(F)(F)C(O)=O.CC([N:77](C)C)=O. The catalyst is O. The product is [OH:8][CH2:9][CH2:10][O:11][C:12]1[C:17]([C:18]2[CH:19]=[CH:20][C:21]([S:24]([CH3:26])=[O:25])=[CH:22][CH:23]=2)=[CH:16][C:15]([C:27]2[NH:37][C:38](=[O:50])[C:39]3[C:44](=[CH:43][C:42]([O:46][CH3:47])=[CH:41][C:40]=3[O:48][CH3:49])[N:77]=2)=[CH:14][CH:13]=1. The yield is 0.760. (6) The reactants are Br[C:2]1[N:3]=[CH:4][C:5]([NH2:9])=[N:6][C:7]=1[Cl:8].[C-:10]#[N:11].[K+]. The catalyst is CN(C=O)C.CCOC(C)=O.[Cu]I.C1C=CC([P]([Pd]([P](C2C=CC=CC=2)(C2C=CC=CC=2)C2C=CC=CC=2)([P](C2C=CC=CC=2)(C2C=CC=CC=2)C2C=CC=CC=2)[P](C2C=CC=CC=2)(C2C=CC=CC=2)C2C=CC=CC=2)(C2C=CC=CC=2)C2C=CC=CC=2)=CC=1.C1OCCOCCOCCOCCOCCOC1. The product is [NH2:9][C:5]1[N:6]=[C:7]([Cl:8])[C:2]([C:10]#[N:11])=[N:3][CH:4]=1. The yield is 0.820. (7) The reactants are [C:1]([O:5][C:6]([C@@H:8]([NH:11][C:12]1[CH:16]=[C:15]([C:17]#[C:18][C:19]([CH3:22])([CH3:21])[CH3:20])[S:14][C:13]=1[C:23]([O:25][CH3:26])=[O:24])[CH2:9][CH3:10])=[O:7])([CH3:4])([CH3:3])[CH3:2].N1C=CC=CC=1.[CH3:33][C@H:34]1[CH2:39][CH2:38][C@H:37]([C:40](Cl)=[O:41])[CH2:36][CH2:35]1. The catalyst is ClCCCl.CN(C1C=CN=CC=1)C.CCOC(C)=O. The product is [C:1]([O:5][C:6]([C@@H:8]([N:11]([C:40]([C@H:37]1[CH2:38][CH2:39][C@H:34]([CH3:33])[CH2:35][CH2:36]1)=[O:41])[C:12]1[CH:16]=[C:15]([C:17]#[C:18][C:19]([CH3:22])([CH3:21])[CH3:20])[S:14][C:13]=1[C:23]([O:25][CH3:26])=[O:24])[CH2:9][CH3:10])=[O:7])([CH3:4])([CH3:2])[CH3:3]. The yield is 0.717.